From a dataset of Full USPTO retrosynthesis dataset with 1.9M reactions from patents (1976-2016). Predict the reactants needed to synthesize the given product. (1) Given the product [C:1]([O:5][C:6]([N:8]1[C:12]2=[N:13][CH:14]=[CH:15][CH:16]=[C:11]2[C:10]([B:18]2[O:22][C:21]([CH3:24])([CH3:23])[C:20]([CH3:26])([CH3:25])[O:19]2)=[CH:9]1)=[O:7])([CH3:4])([CH3:3])[CH3:2], predict the reactants needed to synthesize it. The reactants are: [C:1]([O:5][C:6]([N:8]1[C:12]2=[N:13][CH:14]=[CH:15][CH:16]=[C:11]2[C:10](I)=[CH:9]1)=[O:7])([CH3:4])([CH3:3])[CH3:2].[B:18]1([B:18]2[O:22][C:21]([CH3:24])([CH3:23])[C:20]([CH3:26])([CH3:25])[O:19]2)[O:22][C:21]([CH3:24])([CH3:23])[C:20]([CH3:26])([CH3:25])[O:19]1.C([O-])(=O)C.[K+].ClCCl.CN(C)C=O. (2) Given the product [Si:1]([O:8][CH2:9][C:10]1[N:11]=[C:12]([N:15]2[CH2:16][CH2:17][O:18][CH2:19][CH2:20]2)[S:13][C:14]=1[CH:29]=[O:30])([C:4]([CH3:5])([CH3:6])[CH3:7])([CH3:3])[CH3:2], predict the reactants needed to synthesize it. The reactants are: [Si:1]([O:8][CH2:9][C:10]1[N:11]=[C:12]([N:15]2[CH2:20][CH2:19][O:18][CH2:17][CH2:16]2)[S:13][CH:14]=1)([C:4]([CH3:7])([CH3:6])[CH3:5])([CH3:3])[CH3:2].[Li]CCCC.CN([CH:29]=[O:30])C.[NH4+].[Cl-]. (3) Given the product [F:1][C:2]1[C:7]([NH:8][CH2:9][C:10]2[CH:15]=[C:14]([C:16]3[CH:21]=[CH:20][CH:19]=[C:18]([F:22])[CH:17]=3)[CH:13]=[C:12]([CH3:23])[C:11]=2[F:24])=[C:6]([F:25])[CH:5]=[CH:4][C:3]=1[O:26][CH2:34][C:35]([O:37][CH2:38][CH3:39])=[O:36], predict the reactants needed to synthesize it. The reactants are: [F:1][C:2]1[C:7]([NH:8][CH2:9][C:10]2[CH:15]=[C:14]([C:16]3[CH:21]=[CH:20][CH:19]=[C:18]([F:22])[CH:17]=3)[CH:13]=[C:12]([CH3:23])[C:11]=2[F:24])=[C:6]([F:25])[CH:5]=[CH:4][C:3]=1[OH:26].C([O-])([O-])=O.[Cs+].[Cs+].Br[CH2:34][C:35]([O:37][CH2:38][CH3:39])=[O:36]. (4) Given the product [CH2:11]([N:18]1[CH2:22][CH2:23][C:2]2([CH2:3][C:4]3[C:9](=[CH:8][CH:7]=[CH:6][CH:5]=3)[C:1]2=[O:10])[CH2:20][CH2:19]1)[C:12]1[CH:17]=[CH:16][CH:15]=[CH:14][CH:13]=1, predict the reactants needed to synthesize it. The reactants are: [C:1]1(=[O:10])[C:9]2[C:4](=[CH:5][CH:6]=[CH:7][CH:8]=2)[CH2:3][CH2:2]1.[CH2:11]([N:18]([CH2:22][CH2:23]Br)[CH2:19][CH2:20]Br)[C:12]1[CH:17]=[CH:16][CH:15]=[CH:14][CH:13]=1.[H-].[Na+].